From a dataset of Reaction yield outcomes from USPTO patents with 853,638 reactions. Predict the reaction yield, written as a fraction of the theoretical maximum amount of product (1.0 means a 100% yield; for example, 0.34 means a 34% yield). (1) The reactants are [C:1]([C:4]1[N:5]=[C:6]([C:28]2[CH:36]=[C:35]3[C:31]([CH:32]=[CH:33][NH:34]3)=[CH:30][CH:29]=2)[O:7][C:8]=1[C:9]1[CH:14]=[CH:13][C:12]([N:15]2[CH2:20][CH2:19][N:18](C(OC(C)(C)C)=O)[CH2:17][CH2:16]2)=[CH:11][CH:10]=1)(=[O:3])[NH2:2].CC1C=CC(S(O)(=O)=O)=CC=1. The catalyst is CO. The product is [NH:34]1[C:35]2[C:31](=[CH:30][CH:29]=[C:28]([C:6]3[O:7][C:8]([C:9]4[CH:10]=[CH:11][C:12]([N:15]5[CH2:20][CH2:19][NH:18][CH2:17][CH2:16]5)=[CH:13][CH:14]=4)=[C:4]([C:1]([NH2:2])=[O:3])[N:5]=3)[CH:36]=2)[CH:32]=[CH:33]1. The yield is 0.500. (2) The reactants are [CH2:1]1[C:10]2[C:5](=[CH:6][CH:7]=[CH:8][CH:9]=2)[CH2:4][CH2:3][NH:2]1.Br[CH2:12][C:13]([O:15][CH2:16][CH3:17])=[O:14].C([O-])([O-])=O.[Cs+].[Cs+]. The catalyst is CN(C)C=O. The product is [CH2:16]([O:15][C:13](=[O:14])[CH2:12][N:2]1[CH2:3][CH2:4][C:5]2[C:10](=[CH:9][CH:8]=[CH:7][CH:6]=2)[CH2:1]1)[CH3:17]. The yield is 0.770. (3) The reactants are [CH2:1]([O:8][C:9]([NH:11][C:12]1[C:13]([C:23]([O:25]CC)=[O:24])=[N:14][C:15]2[C:20]([CH:21]=1)=[CH:19][CH:18]=[C:17](Br)[CH:16]=2)=[O:10])[C:2]1[CH:7]=[CH:6][CH:5]=[CH:4][CH:3]=1.[CH3:28][N:29]1[CH2:34][CH2:33][NH:32][CH2:31][C:30]1=[O:35].C1(P(C2CCCCC2)C2C=CC=CC=2C2C(OC(C)C)=CC=CC=2OC(C)C)CCCCC1.[O-]P([O-])([O-])=O.[K+].[K+].[K+]. The catalyst is C(O)(C)(C)C.CC([O-])=O.CC([O-])=O.[Pd+2]. The product is [CH2:1]([O:8][C:9]([NH:11][C:12]1[C:13]([C:23]([OH:25])=[O:24])=[N:14][C:15]2[C:20]([CH:21]=1)=[CH:19][CH:18]=[C:17]([N:32]1[CH2:33][CH2:34][N:29]([CH3:28])[C:30](=[O:35])[CH2:31]1)[CH:16]=2)=[O:10])[C:2]1[CH:7]=[CH:6][CH:5]=[CH:4][CH:3]=1. The yield is 0.0950. (4) The reactants are Cl.[NH2:2][C:3]1[CH:4]=[CH:5][C:6]([OH:12])=[C:7]([CH:11]=1)[C:8]([OH:10])=[O:9].[CH3:13]O. No catalyst specified. The product is [NH2:2][C:3]1[CH:4]=[CH:5][C:6]([OH:12])=[C:7]([CH:11]=1)[C:8]([O:10][CH3:13])=[O:9]. The yield is 0.785.